This data is from Full USPTO retrosynthesis dataset with 1.9M reactions from patents (1976-2016). The task is: Predict the reactants needed to synthesize the given product. (1) Given the product [O:18]([C:15]1[CH:16]=[CH:17][C:12]([O:11][C:9]2[N:8]=[CH:7][N:6]=[C:5]3[NH:4][N:3]=[C:2]([NH:25][C@@H:26]4[CH2:30][CH2:29][N:28]([C:31]([O:33][C:34]([CH3:37])([CH3:36])[CH3:35])=[O:32])[CH2:27]4)[C:10]=23)=[CH:13][CH:14]=1)[C:19]1[CH:20]=[CH:21][CH:22]=[CH:23][CH:24]=1, predict the reactants needed to synthesize it. The reactants are: Br[C:2]1[C:10]2[C:5](=[N:6][CH:7]=[N:8][C:9]=2[O:11][C:12]2[CH:17]=[CH:16][C:15]([O:18][C:19]3[CH:24]=[CH:23][CH:22]=[CH:21][CH:20]=3)=[CH:14][CH:13]=2)[NH:4][N:3]=1.[NH2:25][C@@H:26]1[CH2:30][CH2:29][N:28]([C:31]([O:33][C:34]([CH3:37])([CH3:36])[CH3:35])=[O:32])[CH2:27]1.CC(C)([O-])C.[Na+]. (2) Given the product [Cl:2][C:3]1[CH:4]=[CH:5][C:6]([N:9]2[CH2:13][CH2:12][S:11]/[C:10]/2=[N:14]\[C:15](=[O:16])[N:17]([CH2:21][C:20]2[CH:36]=[CH:37][CH:38]=[C:33]([F:32])[CH:34]=2)[CH3:18])=[CH:7][CH:8]=1, predict the reactants needed to synthesize it. The reactants are: [I-].[Cl:2][C:3]1[CH:8]=[CH:7][C:6]([N:9]2[CH2:13][CH2:12][S:11]/[C:10]/2=[N:14]\[C:15]([N:17]2[CH:21]=[CH:20][N+](C)=[CH:18]2)=[O:16])=[CH:5][CH:4]=1.C(N(C(C)C)CC)(C)C.[F:32][C:33]1[CH:34]=C(CNC)[CH:36]=[CH:37][CH:38]=1. (3) Given the product [CH:21]1([C:24]([C:25]2[C:11]([C:13]3[CH:18]=[CH:17][C:16]([Cl:19])=[C:15]([Cl:20])[CH:14]=3)=[C:3]3[C:4]4[CH2:10][CH2:9][CH2:8][CH2:7][C:5]=4[S:6][C:2]3=[N:1][C:26]=2[CH3:27])=[O:29])[CH2:23][CH2:22]1, predict the reactants needed to synthesize it. The reactants are: [NH2:1][C:2]1[S:6][C:5]2[CH2:7][CH2:8][CH2:9][CH2:10][C:4]=2[C:3]=1[C:11]([C:13]1[CH:18]=[CH:17][C:16]([Cl:19])=[C:15]([Cl:20])[CH:14]=1)=O.[CH:21]1([C:24](=[O:29])[CH2:25][C:26](=O)[CH3:27])[CH2:23][CH2:22]1. (4) Given the product [N:1]1([C:6]2[CH:11]=[C:10]([NH2:12])[C:9]([NH2:15])=[C:8]([CH3:16])[CH:7]=2)[CH:5]=[CH:4][N:3]=[CH:2]1, predict the reactants needed to synthesize it. The reactants are: [N:1]1([C:6]2[CH:11]=[C:10]([N+:12]([O-])=O)[C:9]([NH2:15])=[C:8]([CH3:16])[CH:7]=2)[CH:5]=[CH:4][N:3]=[CH:2]1. (5) Given the product [O:1]1[CH2:2][CH2:3][N:4]([CH2:7][CH2:8][O:9][C:10]2[CH:11]=[CH:12][C:13]([N:16]3[C:21](=[O:22])[CH:20]=[CH:19][C:18]4[C:23]([C:29]5[CH:30]=[CH:31][CH:32]=[CH:33][CH:34]=5)=[C:24]([C:26]#[N:28])[S:25][C:17]3=4)=[CH:14][CH:15]=2)[CH2:5][CH2:6]1, predict the reactants needed to synthesize it. The reactants are: [O:1]1[CH2:6][CH2:5][N:4]([CH2:7][CH2:8][O:9][C:10]2[CH:15]=[CH:14][C:13]([N:16]3[C:21](=[O:22])[CH:20]=[CH:19][C:18]4[C:23]([C:29]5[CH:34]=[CH:33][CH:32]=[CH:31][CH:30]=5)=[C:24]([C:26]([NH2:28])=O)[S:25][C:17]3=4)=[CH:12][CH:11]=2)[CH2:3][CH2:2]1.N1C=CC=CC=1.FC(F)(F)C(OC(=O)C(F)(F)F)=O.